From a dataset of Full USPTO retrosynthesis dataset with 1.9M reactions from patents (1976-2016). Predict the reactants needed to synthesize the given product. (1) Given the product [CH:14]1([C:12]2[NH:11][N:10]=[C:9]([NH:8][C:6]3[CH:5]=[C:4]([CH3:19])[N:3]=[C:2]([NH:20][C:21]4[CH:22]=[CH:23][C:24]([C:25]([NH:27][C:28]5[CH:33]=[CH:32][CH:31]=[C:30]([C:34]([F:35])([F:36])[F:37])[CH:29]=5)=[O:26])=[CH:38][CH:39]=4)[N:7]=3)[CH:13]=2)[CH2:18][CH2:17][CH2:16][CH2:15]1, predict the reactants needed to synthesize it. The reactants are: Cl[C:2]1[N:7]=[C:6]([NH:8][C:9]2[CH:13]=[C:12]([CH:14]3[CH2:18][CH2:17][CH2:16][CH2:15]3)[NH:11][N:10]=2)[CH:5]=[C:4]([CH3:19])[N:3]=1.[NH2:20][C:21]1[CH:39]=[CH:38][C:24]([C:25]([NH:27][C:28]2[CH:33]=[CH:32][CH:31]=[C:30]([C:34]([F:37])([F:36])[F:35])[CH:29]=2)=[O:26])=[CH:23][CH:22]=1.Cl. (2) Given the product [F:1][C:2]1[CH:10]=[C:9]([F:11])[CH:8]=[C:7]2[C:3]=1[CH2:4][CH:5]([CH3:13])[C:6]2=[O:12], predict the reactants needed to synthesize it. The reactants are: [F:1][C:2]1[CH:10]=[C:9]([F:11])[CH:8]=[C:7]2[C:3]=1[CH2:4][CH2:5][C:6]2=[O:12].[CH:13]([N-]C(C)C)(C)C.[Li+].IC.C([O-])(O)=O.[Na+]. (3) Given the product [C:1]([C:3]1[CH:10]=[CH:9][C:6]([CH:7]2[N:11]([C:12]3[N:13]=[N:14][C:15]([CH3:18])=[CH:16][CH:17]=3)[C:22](=[O:37])[C:23]([OH:36])=[C:24]2[C:25](=[O:26])[C:27]2[CH:28]=[CH:29][C:30]([CH:33]([CH3:34])[CH3:35])=[CH:31][CH:32]=2)=[CH:5][CH:4]=1)#[CH:2], predict the reactants needed to synthesize it. The reactants are: [C:1]([C:3]1[CH:10]=[CH:9][C:6]([CH:7]=O)=[CH:5][CH:4]=1)#[CH:2].[NH2:11][C:12]1[N:13]=[N:14][C:15]([CH3:18])=[CH:16][CH:17]=1.C(O[C:22](=[O:37])[C:23]([OH:36])=[CH:24][C:25]([C:27]1[CH:32]=[CH:31][C:30]([CH:33]([CH3:35])[CH3:34])=[CH:29][CH:28]=1)=[O:26])C. (4) Given the product [Cl:1][C:2]1[CH:3]=[C:4]([CH:5]=[CH:6][C:7]=1[Cl:8])[CH2:9][C:10]1[NH:20][C:14]2[CH:15]=[CH:16][CH:17]=[CH:18][C:13]=2[N:12]=1, predict the reactants needed to synthesize it. The reactants are: [Cl:1][C:2]1[CH:3]=[C:4]([CH2:9][C:10]([NH:12][C:13]2[CH:18]=[CH:17][CH:16]=[CH:15][C:14]=2I)=O)[CH:5]=[CH:6][C:7]=1[Cl:8].[NH:20]1CCC[C@H]1C(O)=O.[OH-].[Na+].N.